Dataset: Full USPTO retrosynthesis dataset with 1.9M reactions from patents (1976-2016). Task: Predict the reactants needed to synthesize the given product. (1) Given the product [S-2:1].[Na+:2].[Na+:2].[C:4]([O-:12])(=[S:1])[CH2:5][CH2:6][CH2:7][CH2:8][CH2:9][CH2:10][CH3:11].[Na+:2].[Cl-:13].[Na+:2], predict the reactants needed to synthesize it. The reactants are: [S-2:1].[Na+:2].[Na+].[C:4]([Cl:13])(=[O:12])[CH2:5][CH2:6][CH2:7][CH2:8][CH2:9][CH2:10][CH3:11]. (2) Given the product [CH3:1][CH:2]1[CH2:6][CH2:5][CH2:4][N:3]1[C:7]1[N:12]=[C:11]([NH:13][C:14]2[C:15]3[N:16]([CH:30]=[CH:31][N:32]=3)[N:17]=[C:18]([C:20]3[CH:21]=[C:22]([CH:27]=[CH:28][CH:29]=3)[C:23]([OH:25])=[O:24])[CH:19]=2)[CH:10]=[CH:9][CH:8]=1, predict the reactants needed to synthesize it. The reactants are: [CH3:1][CH:2]1[CH2:6][CH2:5][CH2:4][N:3]1[C:7]1[N:12]=[C:11]([NH:13][C:14]2[C:15]3[N:16]([CH:30]=[CH:31][N:32]=3)[N:17]=[C:18]([C:20]3[CH:21]=[C:22]([CH:27]=[CH:28][CH:29]=3)[C:23]([O:25]C)=[O:24])[CH:19]=2)[CH:10]=[CH:9][CH:8]=1.[OH-].[Na+]. (3) Given the product [NH:11]1[C:15]2[CH:16]=[CH:17][CH:18]=[CH:19][C:14]=2[N:13]=[C:12]1[C@H:8]([NH:9][C:10]([NH:28][CH2:27][C:26]1[CH:29]=[CH:30][CH:31]=[CH:32][C:25]=1[C:24]#[N:23])=[O:20])[CH2:7][C:6]1[CH:5]=[CH:4][C:3]([O:2][CH3:1])=[CH:22][CH:21]=1, predict the reactants needed to synthesize it. The reactants are: [CH3:1][O:2][C:3]1[CH:22]=[CH:21][C:6]([CH2:7][C@@H:8]2[C:12]3=[N:13][C:14]4[CH:19]=[CH:18][CH:17]=[CH:16][C:15]=4[N:11]3[C:10](=[O:20])[NH:9]2)=[CH:5][CH:4]=1.[NH2:23][CH2:24][C:25]1[CH:32]=[CH:31][CH:30]=[CH:29][C:26]=1[C:27]#[N:28].C(O)(C(F)(F)F)=O. (4) Given the product [Cl:1][C:2]1[C:3]([I:12])=[C:4]([CH:8]=[C:9]([Cl:11])[CH:10]=1)[C:5]([Cl:15])=[O:6], predict the reactants needed to synthesize it. The reactants are: [Cl:1][C:2]1[C:3]([I:12])=[C:4]([CH:8]=[C:9]([Cl:11])[CH:10]=1)[C:5](O)=[O:6].O=S(Cl)[Cl:15]. (5) The reactants are: [F:1][C:2]1[CH:10]=[C:9]2[C:5]([CH:6]=[N:7][N:8]2[CH3:11])=[CH:4][C:3]=1[CH:12]([C:14]1[N:18]2[N:19]=[C:20]([C:23](=[O:25])[CH3:24])[CH:21]=[CH:22][C:17]2=[N:16][CH:15]=1)C.C(OC(C1C=CC2N(C(CC3C=C4C(=CC=3F)N(C)N=C4)=CN=2)N=1)=C)C. Given the product [F:1][C:2]1[CH:10]=[C:9]2[C:5]([CH:6]=[N:7][N:8]2[CH3:11])=[CH:4][C:3]=1[CH2:12][C:14]1[N:18]2[N:19]=[C:20]([C:23](=[O:25])[CH3:24])[CH:21]=[CH:22][C:17]2=[N:16][CH:15]=1, predict the reactants needed to synthesize it.